This data is from Full USPTO retrosynthesis dataset with 1.9M reactions from patents (1976-2016). The task is: Predict the reactants needed to synthesize the given product. (1) Given the product [CH3:5][C:6]([CH3:23])([CH3:22])[C:7]([NH:9][C:10]1[CH:19]=[C:18]([F:20])[CH:17]=[C:16]([O:21][CH2:3][C:2]#[CH:1])[C:11]=1[C:12]([O:14][CH3:15])=[O:13])=[O:8], predict the reactants needed to synthesize it. The reactants are: [CH2:1](Br)[C:2]#[CH:3].[CH3:5][C:6]([CH3:23])([CH3:22])[C:7]([NH:9][C:10]1[CH:19]=[C:18]([F:20])[CH:17]=[C:16]([OH:21])[C:11]=1[C:12]([O:14][CH3:15])=[O:13])=[O:8].C(=O)([O-])[O-].[K+].[K+]. (2) Given the product [Br:20][CH2:32][CH:31]=[CH:30][C:27]1[CH:28]=[CH:29][C:24]([O:23][CH3:22])=[CH:25][C:26]=1[N+:34]([O-:36])=[O:35], predict the reactants needed to synthesize it. The reactants are: C1(P(C2C=CC=CC=2)C2C=CC=CC=2)C=CC=CC=1.[Br:20]Br.[CH3:22][O:23][C:24]1[CH:29]=[CH:28][C:27](/[CH:30]=[CH:31]/[CH2:32]O)=[C:26]([N+:34]([O-:36])=[O:35])[CH:25]=1.N1C=CC=CC=1. (3) Given the product [CH3:33][N:30]1[CH2:29][CH2:28][N:27]([C:24]2[CH:23]=[CH:22][C:21]([NH:20][C:17]3[N:16]=[CH:15][C:14]4=[CH:13][CH:12]=[C:11]([C:6]5[CH:7]=[CH:8][CH:9]=[CH:10][C:5]=5[C:4]([OH:34])=[O:3])[N:19]4[N:18]=3)=[CH:26][CH:25]=2)[CH2:32][CH2:31]1, predict the reactants needed to synthesize it. The reactants are: C([O:3][C:4](=[O:34])[C:5]1[CH:10]=[CH:9][CH:8]=[CH:7][C:6]=1[C:11]1[N:19]2[C:14]([CH:15]=[N:16][C:17]([NH:20][C:21]3[CH:26]=[CH:25][C:24]([N:27]4[CH2:32][CH2:31][N:30]([CH3:33])[CH2:29][CH2:28]4)=[CH:23][CH:22]=3)=[N:18]2)=[CH:13][CH:12]=1)C.[OH-].[Li+].CO. (4) Given the product [Cl:1][C:2]1[CH:3]=[C:4]([N:10]2[C:20](=[O:21])[CH:19]=[C:16]([OH:18])[CH:11]2[CH2:12][CH:13]2[CH2:14][CH2:15]2)[CH:5]=[CH:6][C:7]=1[C:8]#[N:9], predict the reactants needed to synthesize it. The reactants are: [Cl:1][C:2]1[CH:3]=[C:4]([NH:10][C@H:11]([C:16]([OH:18])=O)[CH2:12][CH:13]2[CH2:15][CH2:14]2)[CH:5]=[CH:6][C:7]=1[C:8]#[N:9].[CH3:19][C:20]1(C)OC(=O)CC(=O)[O:21]1.S([O-])(O)(=O)=O.[K+].